Dataset: Forward reaction prediction with 1.9M reactions from USPTO patents (1976-2016). Task: Predict the product of the given reaction. (1) Given the reactants [OH:1][C@H:2]([C:41]1[CH:46]=[CH:45][CH:44]=[CH:43][CH:42]=1)[CH2:3][N:4]([CH2:12][CH2:13][C:14]1[CH:19]=[CH:18][C:17]([C:20]2[CH:25]=[CH:24][C:23]([C:26]([NH:28][S:29]([CH2:32][CH2:33][CH2:34][CH2:35][CH3:36])(=[O:31])=[O:30])=[O:27])=[C:22]([O:37][CH:38]([CH3:40])[CH3:39])[CH:21]=2)=[CH:16][CH:15]=1)C(=O)OC(C)(C)C.C(OC(=O)C)C.[ClH:53], predict the reaction product. The product is: [ClH:53].[OH:1][C@H:2]([C:41]1[CH:42]=[CH:43][CH:44]=[CH:45][CH:46]=1)[CH2:3][NH:4][CH2:12][CH2:13][C:14]1[CH:15]=[CH:16][C:17]([C:20]2[CH:25]=[CH:24][C:23]([C:26]([NH:28][S:29]([CH2:32][CH2:33][CH2:34][CH2:35][CH3:36])(=[O:31])=[O:30])=[O:27])=[C:22]([O:37][CH:38]([CH3:39])[CH3:40])[CH:21]=2)=[CH:18][CH:19]=1. (2) Given the reactants [NH2:1][C:2]1[CH:17]=[CH:16][C:15]([C:18]([O:20][CH3:21])=[O:19])=[CH:14][C:3]=1[C:4]([NH:6][C:7]1[CH:12]=[CH:11][C:10]([Cl:13])=[CH:9][N:8]=1)=[O:5].C(OC([N:29]1[CH2:34][CH2:33][CH:32]([CH:35]=O)[CH2:31][CH2:30]1)=O)(C)(C)C.[B-][N+](C)(C)C.CO, predict the reaction product. The product is: [Cl:13][C:10]1[CH:11]=[CH:12][C:7]([NH:6][C:4](=[O:5])[C:3]2[CH:14]=[C:15]([C:18]([O:20][CH3:21])=[O:19])[CH:16]=[CH:17][C:2]=2[NH:1][CH2:35][CH:32]2[CH2:33][CH2:34][NH:29][CH2:30][CH2:31]2)=[N:8][CH:9]=1. (3) The product is: [F:1][C:2]1[CH:7]=[CH:6][C:5]([O:8][C:10]2[CH:17]=[CH:16][C:13]([CH:14]=[O:15])=[CH:12][CH:11]=2)=[CH:4][CH:3]=1. Given the reactants [F:1][C:2]1[CH:7]=[CH:6][C:5]([OH:8])=[CH:4][CH:3]=1.F[C:10]1[CH:17]=[CH:16][C:13]([CH:14]=[O:15])=[CH:12][CH:11]=1.C([O-])([O-])=O.[K+].[K+], predict the reaction product. (4) Given the reactants COC1C=C(OC)C=CC=1C[NH:6][C:7]1[C:8]2[CH:15]=[CH:14][N:13]([C@H:16]3[CH2:32][C@@H:19]4[O:20]C(C5C=CC(OC)=CC=5)[O:22][CH2:23][C@@H:18]4[CH2:17]3)[C:9]=2[N:10]=[CH:11][N:12]=1.COC1C=C(OC)C=CC=1CN.CC(O)=O, predict the reaction product. The product is: [NH2:6][C:7]1[C:8]2[CH:15]=[CH:14][N:13]([C@H:16]3[CH2:32][C@H:19]([OH:20])[C@H:18]([CH2:23][OH:22])[CH2:17]3)[C:9]=2[N:10]=[CH:11][N:12]=1. (5) Given the reactants C(Cl)(=O)C(Cl)=O.CS(C)=O.[N:11]1[CH:16]=[CH:15][CH:14]=[CH:13][C:12]=1[C:17]1[CH:22]=[CH:21][C:20]([S:23]([N:26]2[CH2:31][CH2:30][CH:29]([CH2:32][OH:33])[CH2:28][CH2:27]2)(=[O:25])=[O:24])=[CH:19][CH:18]=1.C(N(CC)CC)C, predict the reaction product. The product is: [N:11]1[CH:16]=[CH:15][CH:14]=[CH:13][C:12]=1[C:17]1[CH:18]=[CH:19][C:20]([S:23]([N:26]2[CH2:31][CH2:30][CH:29]([CH:32]=[O:33])[CH2:28][CH2:27]2)(=[O:24])=[O:25])=[CH:21][CH:22]=1. (6) Given the reactants [Cl:1][C:2]1[C:10]([Cl:11])=[CH:9][CH:8]=[CH:7][C:3]=1[C:4]([OH:6])=[O:5].[N+:12]([O-])([OH:14])=[O:13], predict the reaction product. The product is: [Cl:1][C:2]1[C:10]([Cl:11])=[CH:9][C:8]([N+:12]([O-:14])=[O:13])=[CH:7][C:3]=1[C:4]([OH:6])=[O:5]. (7) The product is: [Br:8][C:7]1[C:2]([NH:1][C:11]2[C:12]([CH3:24])=[C:13]([CH:18]=[C:19]([N+:21]([O-:23])=[O:22])[CH:20]=2)[C:14]([O:16][CH3:17])=[O:15])=[N:3][CH:4]=[C:5]([CH3:9])[CH:6]=1. Given the reactants [NH2:1][C:2]1[C:7]([Br:8])=[CH:6][C:5]([CH3:9])=[CH:4][N:3]=1.I[C:11]1[C:12]([CH3:24])=[C:13]([CH:18]=[C:19]([N+:21]([O-:23])=[O:22])[CH:20]=1)[C:14]([O:16][CH3:17])=[O:15].C(=O)([O-])[O-].[Cs+].[Cs+].Cl, predict the reaction product. (8) Given the reactants [OH:1][C:2]1[CH:3]=[C:4]([C:8]2[C:17]3[C:12](=[C:13]([C:18]([F:21])([F:20])[F:19])[CH:14]=[CH:15][CH:16]=3)[N:11]=[CH:10][C:9]=2[C:22]([C:24]2[CH:29]=[CH:28][CH:27]=[CH:26][CH:25]=2)=[O:23])[CH:5]=[CH:6][CH:7]=1.Br[CH2:31][C:32]1[CH:41]=[CH:40][C:35]([C:36]([O:38]C)=[O:37])=[CH:34][CH:33]=1.C([O-])([O-])=O.[K+].[K+], predict the reaction product. The product is: [C:22]([C:9]1[CH:10]=[N:11][C:12]2[C:17]([C:8]=1[C:4]1[CH:3]=[C:2]([CH:7]=[CH:6][CH:5]=1)[O:1][CH2:31][C:32]1[CH:41]=[CH:40][C:35]([C:36]([OH:38])=[O:37])=[CH:34][CH:33]=1)=[CH:16][CH:15]=[CH:14][C:13]=2[C:18]([F:21])([F:19])[F:20])(=[O:23])[C:24]1[CH:25]=[CH:26][CH:27]=[CH:28][CH:29]=1.